The task is: Regression. Given two drug SMILES strings and cell line genomic features, predict the synergy score measuring deviation from expected non-interaction effect.. This data is from NCI-60 drug combinations with 297,098 pairs across 59 cell lines. (1) Cell line: A549. Synergy scores: CSS=6.28, Synergy_ZIP=-0.896, Synergy_Bliss=5.49, Synergy_Loewe=2.45, Synergy_HSA=2.42. Drug 2: CC(C)NC(=O)C1=CC=C(C=C1)CNNC.Cl. Drug 1: CS(=O)(=O)OCCCCOS(=O)(=O)C. (2) Drug 1: C1CC2CC3=C(CC1C24CN(S(=O)(=O)N4)CC(F)(F)F)C=CC(=C3)C=CCN5CCC(CC5)C(F)(F)F. Drug 2: C1=CC(=C(C=C1I)F)NC2=C(C=CC(=C2F)F)C(=O)NOCC(CO)O. Cell line: HCT116. Synergy scores: CSS=58.9, Synergy_ZIP=-3.00, Synergy_Bliss=-4.22, Synergy_Loewe=-4.84, Synergy_HSA=0.592. (3) Drug 1: C1=NC2=C(N1)C(=S)N=C(N2)N. Drug 2: CC(C)CN1C=NC2=C1C3=CC=CC=C3N=C2N. Cell line: 786-0. Synergy scores: CSS=43.0, Synergy_ZIP=4.26, Synergy_Bliss=7.14, Synergy_Loewe=4.93, Synergy_HSA=6.42. (4) Drug 1: CC1C(C(CC(O1)OC2CC(CC3=C2C(=C4C(=C3O)C(=O)C5=C(C4=O)C(=CC=C5)OC)O)(C(=O)C)O)N)O.Cl. Drug 2: C1=NC(=NC(=O)N1C2C(C(C(O2)CO)O)O)N. Cell line: CAKI-1. Synergy scores: CSS=48.6, Synergy_ZIP=-11.1, Synergy_Bliss=-6.03, Synergy_Loewe=-4.79, Synergy_HSA=-0.0591. (5) Drug 1: CCC1(CC2CC(C3=C(CCN(C2)C1)C4=CC=CC=C4N3)(C5=C(C=C6C(=C5)C78CCN9C7C(C=CC9)(C(C(C8N6C=O)(C(=O)OC)O)OC(=O)C)CC)OC)C(=O)OC)O.OS(=O)(=O)O. Drug 2: C1CN(CCN1C(=O)CCBr)C(=O)CCBr. Cell line: TK-10. Synergy scores: CSS=4.01, Synergy_ZIP=-2.44, Synergy_Bliss=-1.53, Synergy_Loewe=-2.01, Synergy_HSA=-2.55. (6) Drug 1: CC1C(C(=O)NC(C(=O)N2CCCC2C(=O)N(CC(=O)N(C(C(=O)O1)C(C)C)C)C)C(C)C)NC(=O)C3=C4C(=C(C=C3)C)OC5=C(C(=O)C(=C(C5=N4)C(=O)NC6C(OC(=O)C(N(C(=O)CN(C(=O)C7CCCN7C(=O)C(NC6=O)C(C)C)C)C)C(C)C)C)N)C. Drug 2: CC1C(C(CC(O1)OC2CC(OC(C2O)C)OC3=CC4=CC5=C(C(=O)C(C(C5)C(C(=O)C(C(C)O)O)OC)OC6CC(C(C(O6)C)O)OC7CC(C(C(O7)C)O)OC8CC(C(C(O8)C)O)(C)O)C(=C4C(=C3C)O)O)O)O. Cell line: HCT116. Synergy scores: CSS=54.1, Synergy_ZIP=8.08, Synergy_Bliss=8.06, Synergy_Loewe=5.98, Synergy_HSA=6.98.